From a dataset of Full USPTO retrosynthesis dataset with 1.9M reactions from patents (1976-2016). Predict the reactants needed to synthesize the given product. (1) The reactants are: C([O:4][CH2:5][C@@H:6]1[C@@H:11]([O:12]C(=O)C)[C@H:10]([O:16]C(=O)C)[C@H:9]([F:20])[C@@H:8]([O:21][C:22]2[CH:27]=[CH:26][C:25](Br)=[CH:24][C:23]=2[O:29][CH3:30])[O:7]1)(=O)C.[CH3:31][NH:32][C:33]([C:35]1[CH:36]=[C:37](B(O)O)[CH:38]=[CH:39][CH:40]=1)=[O:34]. Given the product [F:20][C@H:9]1[C@@H:10]([OH:16])[C@H:11]([OH:12])[C@@H:6]([CH2:5][OH:4])[O:7][C@@H:8]1[O:21][C:22]1[CH:27]=[CH:26][C:25]([C:39]2[CH:40]=[C:35]([CH:36]=[CH:37][CH:38]=2)[C:33]([NH:32][CH3:31])=[O:34])=[CH:24][C:23]=1[O:29][CH3:30], predict the reactants needed to synthesize it. (2) Given the product [CH2:1]([O:3][C:4]([C:6]1[N:11]=[C:10]([O:12][C:13]2[CH:22]=[CH:21][C:20]3[C:15](=[CH:16][CH:17]=[CH:18][C:19]=3[C:23](=[O:24])[NH:33][C:34]3[CH:35]=[CH:36][C:37]([F:44])=[C:38]([C:40]([F:43])([F:41])[F:42])[CH:39]=3)[CH:14]=2)[CH:9]=[CH:8][N:7]=1)=[O:5])[CH3:2], predict the reactants needed to synthesize it. The reactants are: [CH2:1]([O:3][C:4]([C:6]1[N:11]=[C:10]([O:12][C:13]2[CH:22]=[CH:21][C:20]3[C:15](=[CH:16][CH:17]=[CH:18][C:19]=3[C:23](O)=[O:24])[CH:14]=2)[CH:9]=[CH:8][N:7]=1)=[O:5])[CH3:2].CCN(CC)CC.[NH2:33][C:34]1[CH:35]=[CH:36][C:37]([F:44])=[C:38]([C:40]([F:43])([F:42])[F:41])[CH:39]=1.CCCP(=O)=O. (3) Given the product [Cl:1][C:2]1[CH:7]=[CH:6][C:5]([C@H:8]([CH3:9])[C:16]([C:22]([O:24][CH2:25][CH3:26])=[O:23])([C:14]([O:13][CH2:11][CH3:12])=[O:15])[C:17]([O:19][CH2:20][CH3:21])=[O:18])=[CH:4][CH:3]=1, predict the reactants needed to synthesize it. The reactants are: [Cl:1][C:2]1[CH:7]=[CH:6][C:5]([C@H:8](O)[CH3:9])=[CH:4][CH:3]=1.[CH2:11]([O:13][C:14]([CH:16]([C:22]([O:24][CH2:25][CH3:26])=[O:23])[C:17]([O:19][CH2:20][CH3:21])=[O:18])=[O:15])[CH3:12].CP(C)C.C1COCC1.CC(OC(/N=N/C(OC(C)C)=O)=O)C. (4) Given the product [CH2:1]([C:5]1[O:14][C:8]2=[N:9][C:10](=[O:13])[N:11]([CH2:16][CH2:17][CH2:18][CH2:19][CH3:20])[CH:12]=[C:7]2[CH:6]=1)[CH2:2][CH2:3][CH3:4], predict the reactants needed to synthesize it. The reactants are: [CH2:1]([C:5]1[O:14][C:8]2=[N:9][C:10](=[O:13])[NH:11][CH:12]=[C:7]2[CH:6]=1)[CH2:2][CH2:3][CH3:4].I[CH2:16][CH2:17][CH2:18][CH2:19][CH3:20]. (5) Given the product [CH3:19][S:20]([N:23]1[CH2:24][CH:25]=[C:26]([C:10]2[C:9]3[C:13](=[C:14]([C:16]([NH2:18])=[O:17])[CH:15]=[C:7]([C:1]4[CH:6]=[CH:5][CH:4]=[CH:3][CH:2]=4)[CH:8]=3)[NH:12][CH:11]=2)[CH2:27][CH2:28]1)(=[O:22])=[O:21], predict the reactants needed to synthesize it. The reactants are: [C:1]1([C:7]2[CH:8]=[C:9]3[C:13](=[C:14]([C:16]([NH2:18])=[O:17])[CH:15]=2)[NH:12][CH:11]=[CH:10]3)[CH:6]=[CH:5][CH:4]=[CH:3][CH:2]=1.[CH3:19][S:20]([N:23]1[CH2:28][CH2:27][C:26](=O)[CH2:25][CH2:24]1)(=[O:22])=[O:21].[O-]S(C(F)(F)F)(=O)=O.[Bi+3].[O-]S(C(F)(F)F)(=O)=O.[O-]S(C(F)(F)F)(=O)=O. (6) Given the product [Li:29].[C-:22]1[C:23]2[C:24](=[CH:25][CH:17]=[CH:14][CH:15]=2)[CH:19]=[CH:20][CH:21]=1, predict the reactants needed to synthesize it. The reactants are: C[Si]1(C)[C:23]2[C:24](=[CH:19][CH:20]=[CH:21][CH:22]=2)[CH:25]=[C:17]1[C:14]1C=[CH:15][C:14]([C:17]2[Si](C)(C)[C:19]3[C:24]([CH:25]=2)=[CH:23][CH:22]=[CH:21][CH:20]=3)=C[CH:15]=1.[Li:29].C1C2C(=CC=CC=2)C=CC=1.[Cl-].[NH4+].